This data is from Catalyst prediction with 721,799 reactions and 888 catalyst types from USPTO. The task is: Predict which catalyst facilitates the given reaction. (1) Reactant: [CH3:1][C:2]1([C:8]([O:10]CC2C=CC=CC=2)=[O:9])[CH:7]=[CH:6][CH2:5][O:4][CH2:3]1. Product: [CH3:1][C:2]1([C:8]([OH:10])=[O:9])[CH2:7][CH2:6][CH2:5][O:4][CH2:3]1. The catalyst class is: 19. (2) The catalyst class is: 56. Reactant: N1CCOCC1.C([Li])CCC.Br[C:13]1[CH:20]=[C:19]([O:21][CH3:22])[C:18]([O:23][CH2:24][CH3:25])=[CH:17][C:14]=1[CH:15]=[O:16].[F:26]NS(C1C=CC=CC=1)(=O)=O.[Cl-].[NH4+]. Product: [CH2:24]([O:23][C:18]1[C:19]([O:21][CH3:22])=[CH:20][C:13]([F:26])=[C:14]([CH:17]=1)[CH:15]=[O:16])[CH3:25]. (3) Reactant: [Cl:1][C:2]1[CH:24]=[C:23]([CH2:25]O)[CH:22]=[C:21]([Cl:27])[C:3]=1[C:4]([N:6]1[C:14]2[CH:13]=[CH:12][N:11]=[C:10]([NH:15][C:16]([CH:18]3[CH2:20][CH2:19]3)=[O:17])[C:9]=2[CH:8]=[CH:7]1)=[O:5].P(Br)(Br)[Br:29]. Product: [Br:29][CH2:25][C:23]1[CH:24]=[C:2]([Cl:1])[C:3]([C:4]([N:6]2[C:14]3[CH:13]=[CH:12][N:11]=[C:10]([NH:15][C:16]([CH:18]4[CH2:20][CH2:19]4)=[O:17])[C:9]=3[CH:8]=[CH:7]2)=[O:5])=[C:21]([Cl:27])[CH:22]=1. The catalyst class is: 4. (4) Reactant: [Cl:1][C:2]1[C:19]([F:20])=[CH:18][C:5]([C:6]([NH:8][C:9]2[CH:13]=[CH:12][S:11][C:10]=2[C:14]([O:16]C)=[O:15])=[O:7])=[C:4]([F:21])[CH:3]=1.CO.[OH-].[Na+]. Product: [Cl:1][C:2]1[C:19]([F:20])=[CH:18][C:5]([C:6]([NH:8][C:9]2[CH:13]=[CH:12][S:11][C:10]=2[C:14]([OH:16])=[O:15])=[O:7])=[C:4]([F:21])[CH:3]=1. The catalyst class is: 1.